This data is from Full USPTO retrosynthesis dataset with 1.9M reactions from patents (1976-2016). The task is: Predict the reactants needed to synthesize the given product. Given the product [NH:1]1[C:2]2[CH:6]=[CH:5][S:4][C:3]=2[C:7](=[O:9])[NH:11][C:12]1=[O:13], predict the reactants needed to synthesize it. The reactants are: [NH2:1][C:2]1[CH:6]=[CH:5][S:4][C:3]=1[C:7]([O:9]C)=O.[NH2:11][C:12](N)=[O:13].[OH-].[Na+].